The task is: Predict the reactants needed to synthesize the given product.. This data is from Full USPTO retrosynthesis dataset with 1.9M reactions from patents (1976-2016). (1) Given the product [OH:14][C:13]1[CH:12]=[CH:11][C:10]([SH:15])=[CH:9][C:8]=1[CH3:7], predict the reactants needed to synthesize it. The reactants are: [H-].[H-].[H-].[H-].[Al+3].[Li+].[CH3:7][C:8]1[CH:9]=[C:10]([S:15]C#N)[CH:11]=[CH:12][C:13]=1[OH:14]. (2) The reactants are: C(O)(C(F)(F)F)=O.[Cl:8][C:9]1[C:14]([O:15][CH:16]2[CH2:20][CH2:19][N:18]([CH:21]3[CH2:24][O:23][CH2:22]3)[CH2:17]2)=[CH:13][C:12]([C:25]#[N:26])=[CH:11][C:10]=1[NH:27][C:28]1[N:33]=[C:32]([N:34]([CH:44]2[CH2:46][CH2:45]2)CC2C=CC(OC)=CC=2)[C:31]2=[N:47][CH:48]=[C:49]([C:50]#[N:51])[N:30]2[N:29]=1.C1(OC)C=CC=CC=1. Given the product [Cl:8][C:9]1[C:14]([O:15][CH:16]2[CH2:20][CH2:19][N:18]([CH:21]3[CH2:22][O:23][CH2:24]3)[CH2:17]2)=[CH:13][C:12]([C:25]#[N:26])=[CH:11][C:10]=1[NH:27][C:28]1[N:33]=[C:32]([NH:34][CH:44]2[CH2:45][CH2:46]2)[C:31]2=[N:47][CH:48]=[C:49]([C:50]#[N:51])[N:30]2[N:29]=1, predict the reactants needed to synthesize it. (3) Given the product [CH3:32][O:33][C:34](=[O:44])[CH2:35][CH2:36][CH2:37][CH2:38][CH2:39][CH2:40][C:41](=[O:43])[NH:46][CH2:47][C:48]([C:50]1[CH:55]=[C:54]([Cl:56])[CH:53]=[CH:52][C:51]=1[O:57][CH:58]([CH3:60])[CH3:59])=[O:49], predict the reactants needed to synthesize it. The reactants are: C(N(C(C)C)CC)(C)C.CCN=C=NCCCN(C)C.Cl.C1C=CC2N(O)N=NC=2C=1.[CH3:32][O:33][C:34](=[O:44])[CH2:35][CH2:36][CH2:37][CH2:38][CH2:39][CH2:40][C:41]([OH:43])=O.Cl.[NH2:46][CH2:47][C:48]([C:50]1[CH:55]=[C:54]([Cl:56])[CH:53]=[CH:52][C:51]=1[O:57][CH:58]([CH3:60])[CH3:59])=[O:49].